Dataset: Forward reaction prediction with 1.9M reactions from USPTO patents (1976-2016). Task: Predict the product of the given reaction. Given the reactants N[C:2]1[C:3](NS(C2C=CC(C)=CC=2)(=O)=O)=[C:4]([CH:9]=[C:10]([NH:13][S:14]([C:17]2[CH:22]=[CH:21][C:20]([CH3:23])=[CH:19][CH:18]=2)(=[O:16])=[O:15])[C:11]=1[NH2:12])C(OC)=O.[NH2:35][C:36]1C=C(C=CC=1N)C(OC)=O.[C:47]1([CH3:57])[CH:52]=[CH:51][C:50]([S:53](Cl)(=[O:55])=[O:54])=[CH:49][CH:48]=1, predict the reaction product. The product is: [C:47]1([CH3:57])[CH:52]=[CH:51][C:50]([S:53]([NH:12][C:11]2[CH:2]=[C:3]([CH:4]=[CH:9][C:10]=2[NH:13][S:14]([C:17]2[CH:18]=[CH:19][C:20]([CH3:23])=[CH:21][CH:22]=2)(=[O:15])=[O:16])[C:36]#[N:35])(=[O:55])=[O:54])=[CH:49][CH:48]=1.